This data is from Full USPTO retrosynthesis dataset with 1.9M reactions from patents (1976-2016). The task is: Predict the reactants needed to synthesize the given product. Given the product [CH3:32][S:33]([N:11]1[CH2:12][CH2:13][CH2:14][CH:9]([NH:8][C:6]2[C:5]([C:15]3[N:16]=[C:17]4[CH:23]=[CH:22][N:21]([CH2:24][O:25][CH2:26][CH2:27][Si:28]([CH3:30])([CH3:29])[CH3:31])[C:18]4=[N:19][CH:20]=3)=[CH:4][CH:3]=[C:2]([CH3:1])[N:7]=2)[CH2:10]1)(=[O:35])=[O:34], predict the reactants needed to synthesize it. The reactants are: [CH3:1][C:2]1[N:7]=[C:6]([NH:8][CH:9]2[CH2:14][CH2:13][CH2:12][NH:11][CH2:10]2)[C:5]([C:15]2[N:16]=[C:17]3[CH:23]=[CH:22][N:21]([CH2:24][O:25][CH2:26][CH2:27][Si:28]([CH3:31])([CH3:30])[CH3:29])[C:18]3=[N:19][CH:20]=2)=[CH:4][CH:3]=1.[CH3:32][S:33](Cl)(=[O:35])=[O:34].CCN(C(C)C)C(C)C.